Dataset: Forward reaction prediction with 1.9M reactions from USPTO patents (1976-2016). Task: Predict the product of the given reaction. (1) Given the reactants [OH:1][C:2]1[CH:3]=[C:4]([C:8]#[C:9][C:10]2[CH:15]=[CH:14][C:13]([CH2:16][CH2:17][C:18]([O:20][CH3:21])=[O:19])=[CH:12][CH:11]=2)[CH:5]=[CH:6][CH:7]=1.I[CH3:23], predict the reaction product. The product is: [CH3:23][O:1][C:2]1[CH:3]=[C:4]([C:8]#[C:9][C:10]2[CH:11]=[CH:12][C:13]([CH2:16][CH2:17][C:18]([O:20][CH3:21])=[O:19])=[CH:14][CH:15]=2)[CH:5]=[CH:6][CH:7]=1. (2) Given the reactants [NH2:1][C:2]1[CH:31]=[CH:30][C:5]([O:6][C:7]2[CH:12]=[CH:11][N:10]=[C:9]3[CH:13]=[C:14]([C:16]4[N:21]=[CH:20][C:19]([CH2:22][N:23]5[CH2:28][CH2:27][CH2:26][O:25][C:24]5=[O:29])=[CH:18][CH:17]=4)[S:15][C:8]=23)=[C:4]([F:32])[CH:3]=1.[N:33]([CH:36]([CH3:38])[CH3:37])=[C:34]=[O:35], predict the reaction product. The product is: [F:32][C:4]1[CH:3]=[C:2]([NH:1][C:34]([NH:33][CH:36]([CH3:38])[CH3:37])=[O:35])[CH:31]=[CH:30][C:5]=1[O:6][C:7]1[CH:12]=[CH:11][N:10]=[C:9]2[CH:13]=[C:14]([C:16]3[CH:17]=[CH:18][C:19]([CH2:22][N:23]4[CH2:28][CH2:27][CH2:26][O:25][C:24]4=[O:29])=[CH:20][N:21]=3)[S:15][C:8]=12. (3) Given the reactants [OH-:1].[Na+].OO.CC1(C)C(C)(C)OB([C:13]2[CH:14]=[C:15]3[C:20](=[CH:21][CH:22]=2)[O:19][CH2:18][CH2:17][C@@H:16]3[NH:23][C:24](=[O:30])[O:25][C:26]([CH3:29])([CH3:28])[CH3:27])O1, predict the reaction product. The product is: [OH:1][C:13]1[CH:14]=[C:15]2[C:20](=[CH:21][CH:22]=1)[O:19][CH2:18][CH2:17][C@@H:16]2[NH:23][C:24](=[O:30])[O:25][C:26]([CH3:29])([CH3:28])[CH3:27].